Task: Predict the product of the given reaction.. Dataset: Forward reaction prediction with 1.9M reactions from USPTO patents (1976-2016) The product is: [C:25]12([C:19]3[CH:18]=[C:17]([C:12]4[CH:13]=[C:14]5[C:9](=[CH:10][CH:11]=4)[CH:8]=[C:7]([C:38]#[N:39])[CH:16]=[CH:15]5)[CH:22]=[CH:21][C:20]=3[O:23][CH3:24])[CH2:32][CH:31]3[CH2:30][CH:29]([CH2:28][CH:27]([CH2:33]3)[CH2:26]1)[CH2:34]2. Given the reactants FC(F)(F)S(O[C:7]1[CH:16]=[CH:15][C:14]2[C:9](=[CH:10][CH:11]=[C:12]([C:17]3[CH:22]=[CH:21][C:20]([O:23][CH3:24])=[C:19]([C:25]45[CH2:34][CH:29]6[CH2:30][CH:31]([CH2:33][CH:27]([CH2:28]6)[CH2:26]4)[CH2:32]5)[CH:18]=3)[CH:13]=2)[CH:8]=1)(=O)=O.O.[CH3:38][N:39](C=O)C, predict the reaction product.